This data is from Forward reaction prediction with 1.9M reactions from USPTO patents (1976-2016). The task is: Predict the product of the given reaction. (1) The product is: [CH2:14]([NH:13][C:9]1[CH:8]=[C:7]([CH:12]=[CH:11][CH:10]=1)[C:6]([OH:21])=[O:5])[C:15]1[CH:16]=[CH:17][CH:18]=[CH:19][CH:20]=1. Given the reactants C([O:5][C:6](=[O:21])[C:7]1[CH:12]=[CH:11][CH:10]=[C:9]([NH:13][CH2:14][C:15]2[CH:20]=[CH:19][CH:18]=[CH:17][CH:16]=2)[CH:8]=1)(C)(C)C, predict the reaction product. (2) Given the reactants [NH:1]1[C:9]2[C:4](=[CH:5][CH:6]=[CH:7][CH:8]=2)[CH:3]=[CH:2]1.Br[CH:11]([CH2:13][CH3:14])[CH3:12], predict the reaction product. The product is: [CH:11]([N:1]1[C:9]2[C:4](=[CH:5][CH:6]=[CH:7][CH:8]=2)[CH:3]=[CH:2]1)([CH2:13][CH3:14])[CH3:12]. (3) Given the reactants [C:1]([N:4]1[CH2:9][CH2:8][CH:7]([CH2:10][C:11]([NH:13][C:14]2[N:19]=[CH:18][C:17](Br)=[CH:16][N:15]=2)=[O:12])[CH2:6][CH2:5]1)(=[O:3])[CH3:2].[F:21][C:22]1[CH:23]=[C:24](B(O)O)[CH:25]=[C:26]([F:28])[CH:27]=1, predict the reaction product. The product is: [C:1]([N:4]1[CH2:9][CH2:8][CH:7]([CH2:10][C:11]([NH:13][C:14]2[N:19]=[CH:18][C:17]([C:24]3[CH:23]=[C:22]([F:21])[CH:27]=[C:26]([F:28])[CH:25]=3)=[CH:16][N:15]=2)=[O:12])[CH2:6][CH2:5]1)(=[O:3])[CH3:2]. (4) Given the reactants [F:1][C:2]([F:15])([C:7]1[CH:14]=[CH:13][C:10]([CH:11]=O)=[CH:9][CH:8]=1)[C:3]([F:6])([F:5])[F:4].C[CH:17]([C@@H:21]1[CH2:26][CH2:25][NH:24][C@H:23]([C:27]2[CH:32]=[CH:31][C:30]([C:33]([F:36])([F:35])[F:34])=[CH:29][CH:28]=2)[CH2:22]1)[C:18]([O-:20])=[O:19].[CH3:37][C:38]([C:40]#[CH:41])=[CH2:39], predict the reaction product. The product is: [CH3:39][C:38](=[CH2:37])[C:40]#[C:41][C@@H:11]([N:24]1[CH2:25][CH2:26][C@@H:21]([CH2:17][C:18]([OH:20])=[O:19])[CH2:22][C@H:23]1[C:27]1[CH:28]=[CH:29][C:30]([C:33]([F:36])([F:35])[F:34])=[CH:31][CH:32]=1)[C:10]1[CH:13]=[CH:14][C:7]([C:2]([F:15])([F:1])[C:3]([F:6])([F:5])[F:4])=[CH:8][CH:9]=1. (5) The product is: [CH:11]1[C:12]2[C:7](=[N:6][C:5]3[C:14]([C:13]=2[NH:15][CH:16]([CH2:25][CH2:26][CH3:28])[CH2:17][CH2:18][CH2:19][N:20]([CH2:23][CH3:24])[CH2:21][CH3:22])=[CH:1][CH:2]=[CH:3][CH:4]=3)[CH:8]=[CH:9][CH:10]=1. Given the reactants [CH:1]1[C:14]2[C:5](=[N:6][C:7]3[C:12]([C:13]=2[NH:15][CH:16]([CH2:25][CH3:26])[CH2:17][CH2:18][CH2:19][N:20]([CH2:23][CH3:24])[CH2:21][CH3:22])=[CH:11][CH:10]=[CH:9][CH:8]=3)[CH:4]=[CH:3][CH:2]=1.Cl[C:28]1C2C(N=C3C=1C=CC=C3)=CC=CC=2.Cl.Cl.C(N(CC)CCCC(N)CCC)C.C1(O)C=CC=CC=1.C(N(CC)CC)C, predict the reaction product.